This data is from Reaction yield outcomes from USPTO patents with 853,638 reactions. The task is: Predict the reaction yield, written as a fraction of the theoretical maximum amount of product (1.0 means a 100% yield; for example, 0.34 means a 34% yield). (1) The reactants are [CH2:1]([C:3]1[CH:4]=[C:5]2[C:9](=[CH:10][CH:11]=1)[NH:8][CH2:7][CH2:6]2)[CH3:2].[N+:12]([O-])([O-:14])=[O:13].[K+].[OH-].[Na+]. The catalyst is OS(O)(=O)=O. The product is [CH2:1]([C:3]1[CH:4]=[C:5]2[C:9](=[CH:10][C:11]=1[N+:12]([O-:14])=[O:13])[NH:8][CH2:7][CH2:6]2)[CH3:2]. The yield is 0.580. (2) The reactants are [F:1][C:2]1[CH:19]=[CH:18][C:5]([CH2:6][C:7]2[C:16]3[C:11](=[CH:12][CH:13]=[CH:14][CH:15]=3)[C:10](=[O:17])[NH:9][N:8]=2)=[CH:4][C:3]=1[C:20]([N:22]1[CH2:25][CH:24]([CH2:26][N:27]2[CH2:32][CH2:31][CH2:30][CH2:29][CH2:28]2)[CH2:23]1)=[O:21].[ClH:33]. No catalyst specified. The product is [ClH:33].[F:1][C:2]1[CH:19]=[CH:18][C:5]([CH2:6][C:7]2[C:16]3[C:11](=[CH:12][CH:13]=[CH:14][CH:15]=3)[C:10](=[O:17])[NH:9][N:8]=2)=[CH:4][C:3]=1[C:20]([N:22]1[CH2:25][CH:24]([CH2:26][N:27]2[CH2:28][CH2:29][CH2:30][CH2:31][CH2:32]2)[CH2:23]1)=[O:21]. The yield is 0.970. (3) The reactants are [CH3:1][O:2][C:3]1[CH:4]=[C:5]2[C:10](=[CH:11][C:12]=1[O:13][CH3:14])[N:9]=[CH:8][CH:7]=[C:6]2[S:15][C:16]1[S:20][C:19]([NH2:21])=[CH:18][CH:17]=1.N1C=CC=CC=1.Cl[C:29]([O:31][C:32]1[CH:37]=[CH:36][CH:35]=[CH:34][CH:33]=1)=[O:30].C(OCC)(=O)C. The catalyst is O1CCCC1.CN(C)C=O.O. The product is [C:32]1([O:31][C:29](=[O:30])[NH:21][C:19]2[S:20][C:16]([S:15][C:6]3[C:5]4[C:10](=[CH:11][C:12]([O:13][CH3:14])=[C:3]([O:2][CH3:1])[CH:4]=4)[N:9]=[CH:8][CH:7]=3)=[CH:17][CH:18]=2)[CH:37]=[CH:36][CH:35]=[CH:34][CH:33]=1. The yield is 0.820. (4) The reactants are Br[CH2:2][C:3]1[CH:4]=[C:5]([NH:9][C:10](=[O:12])[CH3:11])[CH:6]=[CH:7][CH:8]=1.C([O-])([O-])=O.[K+].[K+].[CH3:19][CH2:20][SH:21]. The catalyst is CC#N.O. The product is [CH2:20]([S:21][CH2:2][C:3]1[CH:4]=[C:5]([NH:9][C:10](=[O:12])[CH3:11])[CH:6]=[CH:7][CH:8]=1)[CH3:19]. The yield is 0.560. (5) The reactants are [C:1]([O:4]C(=O)C)(=[O:3])[CH3:2].[OH:8][C@H:9]1[CH2:26][CH2:25][C@@:24]2([CH3:27])[CH:11]([CH2:12][CH2:13][C@@H:14]3[C@@H:23]2[C:22](=[O:28])[CH2:21][C@@:19]2([CH3:20])[C@H:15]3[CH2:16][CH2:17][C:18]2=[O:29])[CH2:10]1. The catalyst is N1C=CC=CC=1. The product is [C:1]([OH:4])(=[O:3])[CH3:2].[OH:8][C@H:9]1[CH2:26][CH2:25][C@@:24]2([CH3:27])[CH:11]([CH2:12][CH2:13][C@@H:14]3[C@@H:23]2[C:22](=[O:28])[CH2:21][C@@:19]2([CH3:20])[C@H:15]3[CH2:16][CH2:17][C:18]2=[O:29])[CH2:10]1. The yield is 0.664. (6) The reactants are [CH3:1][O:2][C:3]1[CH:4]=[C:5]([S:13][C:14]2[NH:15][C:16]3[C:21]([N:22]=2)=[C:20]([NH2:23])[N:19]=[CH:18][N:17]=3)[CH:6]=[C:7]([O:11][CH3:12])[C:8]=1[O:9][CH3:10].Br[CH2:25][CH2:26][CH2:27][C:28]1[CH:33]=[CH:32][CH:31]=[CH:30][CH:29]=1. No catalyst specified. The product is [C:28]1([CH2:27][CH2:26][CH2:25][N:17]2[C:16]3[C:21]([N:22]=[C:14]([S:13][C:5]4[CH:4]=[C:3]([O:2][CH3:1])[C:8]([O:9][CH3:10])=[C:7]([O:11][CH3:12])[CH:6]=4)[N:15]=3)=[C:20]([NH2:23])[N:19]=[CH:18]2)[CH:33]=[CH:32][CH:31]=[CH:30][CH:29]=1. The yield is 0.340. (7) The yield is 0.500. The product is [C:19]12([O:14][C:11]3[CH:12]=[CH:13][C:8]([C:5]4([C:3]([O:2][CH3:1])=[O:4])[CH2:7][CH2:6]4)=[CH:9][C:10]=3[O:15]1)[CH2:20][CH2:21][CH2:22]2. The catalyst is C1(C)C=CC=CC=1. The reactants are [CH3:1][O:2][C:3]([C:5]1([C:8]2[CH:13]=[CH:12][C:11]([OH:14])=[C:10]([OH:15])[CH:9]=2)[CH2:7][CH2:6]1)=[O:4].CC1C=[CH:19][C:20](S(O)(=O)=O)=[CH:21][CH:22]=1.C1(=O)CCC1.